Predict the product of the given reaction. From a dataset of Forward reaction prediction with 1.9M reactions from USPTO patents (1976-2016). (1) Given the reactants Cl[C:2]1[C:11]2[C:6](=[CH:7][C:8]([Cl:12])=[CH:9][CH:10]=2)[N:5]=[C:4]([CH3:13])[CH:3]=1.Cl[C:15]1[CH:24]=[C:23]2[C:18](C(N3CCNCC3)=CC(C)=[N:22]2)=[CH:17][CH:16]=1.C(O[C:37]([N:39]1[CH2:44][CH2:43][NH:42][CH2:41][CH2:40]1)=[O:38])(C)(C)C.[F:45]C(F)(F)C(O)=O, predict the reaction product. The product is: [Cl:12][C:8]1[CH:7]=[C:6]2[C:11]([C:2]([N:42]3[CH2:41][CH2:40][N:39]([C:37]([NH:22][C:23]4[CH:18]=[CH:17][C:16]([F:45])=[CH:15][CH:24]=4)=[O:38])[CH2:44][CH2:43]3)=[CH:3][C:4]([CH3:13])=[N:5]2)=[CH:10][CH:9]=1. (2) Given the reactants [CH2:1]([O:8][N:9]1[C:15](=[O:16])[N:14]2[CH2:17][C@H:10]1[CH2:11][CH2:12][C@H:13]2[C:18]([OH:20])=[O:19])[C:2]1[CH:7]=[CH:6][CH:5]=[CH:4][CH:3]=1.[CH3:21][Si](C=[N+]=[N-])(C)C.CCCCCC, predict the reaction product. The product is: [CH2:1]([O:8][N:9]1[C:15](=[O:16])[N:14]2[CH2:17][C@H:10]1[CH2:11][CH2:12][C@H:13]2[C:18]([O:20][CH3:21])=[O:19])[C:2]1[CH:7]=[CH:6][CH:5]=[CH:4][CH:3]=1. (3) Given the reactants [C:1]1([NH2:11])[C:10]2[C:5](=[CH:6][CH:7]=[CH:8][CH:9]=2)[CH:4]=[CH:3][CH:2]=1.[C:12]1(=[O:18])[O:17][C:15](=[O:16])[CH2:14][CH2:13]1, predict the reaction product. The product is: [C:1]1([NH:11][C:12](=[O:18])[CH2:13][CH2:14][C:15]([OH:17])=[O:16])[C:10]2[C:5](=[CH:6][CH:7]=[CH:8][CH:9]=2)[CH:4]=[CH:3][CH:2]=1. (4) Given the reactants [C:1]([O:4][C:5]1[CH:13]=[CH:12][C:8]([C:9](Cl)=[O:10])=[CH:7][CH:6]=1)(=[O:3])[CH3:2].[CH2:14]([CH:16]([CH2:21][CH3:22])[CH2:17][C@H:18]([OH:20])[CH3:19])[CH3:15].C1(C)C=CC=CC=1.N1C=CC=CC=1, predict the reaction product. The product is: [C:1]([O:4][C:5]1[CH:13]=[CH:12][C:8]([C:9]([O:20][C@H:18]([CH3:19])[CH2:17][CH:16]([CH2:21][CH3:22])[CH2:14][CH3:15])=[O:10])=[CH:7][CH:6]=1)(=[O:3])[CH3:2]. (5) Given the reactants [C:1]([C:3]1[CH:8]=[CH:7][C:6]([C:9]2[CH:10]=[N:11][N:12]([C:16]3[CH:29]=[CH:28][C:19]([C:20]([NH:22][CH2:23][CH2:24][CH2:25][O:26][CH3:27])=[O:21])=[CH:18][N:17]=3)[C:13]=2[O:14]C)=[CH:5][C:4]=1[CH3:30])#[N:2].[Cl-].[Li+].C(#N)C, predict the reaction product. The product is: [C:1]([C:3]1[CH:8]=[CH:7][C:6]([C:9]2[CH:10]=[N:11][N:12]([C:16]3[CH:29]=[CH:28][C:19]([C:20]([NH:22][CH2:23][CH2:24][CH2:25][O:26][CH3:27])=[O:21])=[CH:18][N:17]=3)[C:13]=2[OH:14])=[CH:5][C:4]=1[CH3:30])#[N:2].